Dataset: Forward reaction prediction with 1.9M reactions from USPTO patents (1976-2016). Task: Predict the product of the given reaction. (1) Given the reactants [Cl:1][C:2]1[N:3]=[CH:4][N:5]([C:7]2[CH:12]=[CH:11][C:10]([NH:13][C:14]3[N:15]=[C:16]([N:34]([CH3:36])[CH3:35])[C:17]4[CH2:22][CH2:21][CH:20]([C:23]5[CH:28]=[CH:27][C:26]([O:29][C:30]([F:33])([F:32])[F:31])=[CH:25][CH:24]=5)[C:18]=4[N:19]=3)=[CH:9][C:8]=2[O:37][CH3:38])[CH:6]=1, predict the reaction product. The product is: [Cl:1][C:2]1[N:3]=[CH:4][N:5]([C:7]2[CH:12]=[CH:11][C:10]([NH:13][C:14]3[N:15]=[C:16]([N:34]([CH3:35])[CH3:36])[C:17]4[CH2:22][CH2:21][C@H:20]([C:23]5[CH:24]=[CH:25][C:26]([O:29][C:30]([F:32])([F:33])[F:31])=[CH:27][CH:28]=5)[C:18]=4[N:19]=3)=[CH:9][C:8]=2[O:37][CH3:38])[CH:6]=1. (2) Given the reactants [Cl:1][C:2]1[CH:15]=[CH:14][C:5]([O:6][CH2:7][C:8]2[O:12][N:11]=[C:10]([OH:13])[CH:9]=2)=[C:4]([CH:16]2[C:25]3[C:20](=[CH:21][CH:22]=[CH:23][CH:24]=3)[CH2:19][CH2:18][NH:17]2)[CH:3]=1.CCN(CC)CC.Cl[C:34]([O:36][CH2:37][C:38]1[CH:43]=[CH:42][CH:41]=[CH:40][CH:39]=1)=[O:35], predict the reaction product. The product is: [CH2:37]([O:36][C:34]([N:17]1[CH2:18][CH2:19][C:20]2[C:25](=[CH:24][CH:23]=[CH:22][CH:21]=2)[CH:16]1[C:4]1[CH:3]=[C:2]([Cl:1])[CH:15]=[CH:14][C:5]=1[O:6][CH2:7][C:8]1[O:12][N:11]=[C:10]([OH:13])[CH:9]=1)=[O:35])[C:38]1[CH:43]=[CH:42][CH:41]=[CH:40][CH:39]=1. (3) Given the reactants [CH2:1]([O:8][C:9]([CH:11]1[CH2:15][CH2:14][CH:13]([CH:16]=C)[N:12]1[C:18](=[O:31])[CH:19]([NH:23][C:24]([O:26][C:27]([CH3:30])([CH3:29])[CH3:28])=[O:25])[CH2:20][CH:21]=C)=[O:10])[C:2]1[CH:7]=[CH:6][CH:5]=[CH:4][CH:3]=1, predict the reaction product. The product is: [CH2:1]([O:8][C:9]([CH:11]1[N:12]2[C:18](=[O:31])[CH:19]([NH:23][C:24]([O:26][C:27]([CH3:30])([CH3:28])[CH3:29])=[O:25])[CH:20]=[CH:21][CH2:16][CH:13]2[CH2:14][CH2:15]1)=[O:10])[C:2]1[CH:3]=[CH:4][CH:5]=[CH:6][CH:7]=1. (4) Given the reactants [C:1](O[BH-](OC(=O)C)OC(=O)C)(=[O:3])C.[Na+].[F:15][C:16]1[CH:21]=[CH:20][C:19]([C:22]([N:24]2[CH2:29][CH2:28][N:27]([C:30]3[CH:35]=[CH:34][C:33]([O:36][CH:37]4[CH2:42][CH2:41][NH:40][CH2:39][CH2:38]4)=[CH:32][CH:31]=3)[CH2:26][CH2:25]2)=[O:23])=[CH:18][CH:17]=1.[CH3:43][C:44]([CH3:46])=O.[OH-].[Na+].[Cl:49][CH2:50][Cl:51], predict the reaction product. The product is: [NH3:24].[CH3:1][OH:3].[Cl:49][CH2:50][Cl:51].[F:15][C:16]1[CH:21]=[CH:20][C:19]([C:22]([N:24]2[CH2:29][CH2:28][N:27]([C:30]3[CH:35]=[CH:34][C:33]([O:36][CH:37]4[CH2:42][CH2:41][N:40]([CH:44]([CH3:46])[CH3:43])[CH2:39][CH2:38]4)=[CH:32][CH:31]=3)[CH2:26][CH2:25]2)=[O:23])=[CH:18][CH:17]=1. (5) Given the reactants [F:1][C:2]1[CH:7]=[CH:6][C:5]([C:8]2[O:9][CH2:10][CH2:11][N:12]=2)=[CH:4][CH:3]=1.[NH:13]1[CH2:18][CH2:17][CH2:16][C@@H:15]([C:19]([O:21][CH2:22][CH3:23])=[O:20])[CH2:14]1, predict the reaction product. The product is: [F:1][C:2]1[CH:7]=[CH:6][C:5]([C:8]([NH:12][CH2:11][CH2:10][N:13]2[CH2:18][CH2:17][CH2:16][C@@H:15]([C:19]([O:21][CH2:22][CH3:23])=[O:20])[CH2:14]2)=[O:9])=[CH:4][CH:3]=1. (6) Given the reactants [CH:1](=[N:3][OH:4])[CH3:2].ClN1C(=O)CCC1=O.[C:13]([C:16]1[CH:21]=[CH:20][C:19]([CH2:22][C:23]([NH:25][C@@H:26]([C:28]2[CH:33]=[CH:32][C:31]([O:34][CH2:35][C:36]([F:39])([F:38])[F:37])=[CH:30][N:29]=2)[CH3:27])=[O:24])=[CH:18][CH:17]=1)([CH3:15])=[CH2:14], predict the reaction product. The product is: [CH3:2][C:1]1[CH2:15][C:13]([C:16]2[CH:17]=[CH:18][C:19]([CH2:22][C:23]([NH:25][C@@H:26]([C:28]3[CH:33]=[CH:32][C:31]([O:34][CH2:35][C:36]([F:39])([F:37])[F:38])=[CH:30][N:29]=3)[CH3:27])=[O:24])=[CH:20][CH:21]=2)([CH3:14])[O:4][N:3]=1. (7) Given the reactants [NH2:1][CH2:2][CH2:3][CH2:4][O:5][C:6]1[CH:35]=[CH:34][C:9]([C:10]([N:12]2[C:21]3[C:16](=[CH:17][CH:18]=[CH:19][CH:20]=3)[C@H:15]([N:22]([C:26]3[CH:31]=[CH:30][C:29]([Cl:32])=[CH:28][CH:27]=3)[C:23](=[O:25])[CH3:24])[CH2:14][C@@H:13]2[CH3:33])=[O:11])=[CH:8][CH:7]=1.C(N(CC)CC)C.Br[CH2:44][CH2:45][O:46][C:47](Cl)=[O:48].C([O-])([O-])=O.[Cs+].[Cs+], predict the reaction product. The product is: [Cl:32][C:29]1[CH:30]=[CH:31][C:26]([N:22]([C@H:15]2[C:16]3[C:21](=[CH:20][CH:19]=[CH:18][CH:17]=3)[N:12]([C:10](=[O:11])[C:9]3[CH:8]=[CH:7][C:6]([O:5][CH2:4][CH2:3][CH2:2][N:1]4[CH2:44][CH2:45][O:46][C:47]4=[O:48])=[CH:35][CH:34]=3)[C@@H:13]([CH3:33])[CH2:14]2)[C:23](=[O:25])[CH3:24])=[CH:27][CH:28]=1. (8) The product is: [CH3:1][O:2][C:3](=[O:11])[C:4]1[CH:9]=[CH:8][CH:7]=[C:6]([O:10][C:13]2[CH:18]=[CH:17][C:16]([F:19])=[CH:15][C:14]=2[N+:20]([O-:22])=[O:21])[CH:5]=1.[CH3:42][O:43][C:44](=[O:60])[C:45]1[CH:50]=[CH:49][CH:48]=[C:47]([O:51][C:52]2[CH:57]=[CH:56][C:55]([F:58])=[CH:54][C:53]=2[NH:59][C:23]([NH:61][C:62]2[S:63][CH:64]=[CH:65][N:66]=2)=[O:24])[CH:46]=1. Given the reactants [CH3:1][O:2][C:3](=[O:11])[C:4]1[CH:9]=[CH:8][CH:7]=[C:6]([OH:10])[CH:5]=1.F[C:13]1[CH:18]=[CH:17][C:16]([F:19])=[CH:15][C:14]=1[N+:20]([O-:22])=[O:21].[CH3:23][O:24]C(=O)C1C=CC=CC=1OC1C=CC(F)=CC=1N.[CH3:42][O:43][C:44](=[O:60])[C:45]1[CH:50]=[CH:49][CH:48]=[C:47]([O:51][C:52]2[CH:57]=[CH:56][C:55]([F:58])=[CH:54][C:53]=2[NH2:59])[CH:46]=1.[NH2:61][C:62]1[S:63][CH:64]=[CH:65][N:66]=1, predict the reaction product. (9) Given the reactants [F:1][C:2]1[CH:3]=[C:4]([N:22]2[CH2:26][C@H:25]([CH2:27][N:28]3[CH:32]=[CH:31][N:30]=[N:29]3)[O:24][C:23]2=[O:33])[CH:5]=[CH:6][C:7]=1[C:8]1[CH:9]=[N+:10]([O-])[C:11]([C:14]2[CH2:18][CH:17]([CH2:19][OH:20])[O:16][N:15]=2)=[CH:12][CH:13]=1.C(=O)([O-])[O-].[K+].[K+], predict the reaction product. The product is: [OH:20][CH2:19][CH:17]1[O:16][N:15]=[C:14]([C:11]2[N:10]=[CH:9][C:8]([C:7]3[CH:6]=[CH:5][C:4]([N:22]4[CH2:26][C@H:25]([CH2:27][N:28]5[CH:32]=[CH:31][N:30]=[N:29]5)[O:24][C:23]4=[O:33])=[CH:3][C:2]=3[F:1])=[CH:13][CH:12]=2)[CH2:18]1.